This data is from Peptide-MHC class I binding affinity with 185,985 pairs from IEDB/IMGT. The task is: Regression. Given a peptide amino acid sequence and an MHC pseudo amino acid sequence, predict their binding affinity value. This is MHC class I binding data. (1) The peptide sequence is VPWQEKTAS. The MHC is HLA-B58:01 with pseudo-sequence HLA-B58:01. The binding affinity (normalized) is 0.0847. (2) The peptide sequence is RILHNFAYSL. The MHC is Patr-A0101 with pseudo-sequence Patr-A0101. The binding affinity (normalized) is 0.110. (3) The peptide sequence is IRFPKTNGW. The MHC is Mamu-B17 with pseudo-sequence Mamu-B17. The binding affinity (normalized) is 0.785. (4) The peptide sequence is AAISKLGINY. The MHC is HLA-A68:01 with pseudo-sequence HLA-A68:01. The binding affinity (normalized) is 0.479. (5) The peptide sequence is HYDAPVFPI. The MHC is HLA-B08:02 with pseudo-sequence HLA-B08:02. The binding affinity (normalized) is 0.0847.